Predict the product of the given reaction. From a dataset of Forward reaction prediction with 1.9M reactions from USPTO patents (1976-2016). Given the reactants [Cl:1][C:2]1[C:3]([O:11][CH3:12])=[CH:4][C:5]([O:9][CH3:10])=[C:6]([CH:8]=1)[NH2:7].[Br:13][CH2:14][C:15](Br)=[O:16], predict the reaction product. The product is: [Br:13][CH2:14][C:15]([NH:7][C:6]1[CH:8]=[C:2]([Cl:1])[C:3]([O:11][CH3:12])=[CH:4][C:5]=1[O:9][CH3:10])=[O:16].